Dataset: Retrosynthesis with 50K atom-mapped reactions and 10 reaction types from USPTO. Task: Predict the reactants needed to synthesize the given product. (1) Given the product CC(C)(C)c1cc(-c2cc(-c3ccc(C(=O)O)cc3)nn2-c2ccc(C(=O)N3CCCCC3)cc2)cc(C(C)(C)C)c1, predict the reactants needed to synthesize it. The reactants are: COC(=O)c1ccc(-c2cc(-c3cc(C(C)(C)C)cc(C(C)(C)C)c3)n(-c3ccc(C(=O)N4CCCCC4)cc3)n2)cc1. (2) Given the product O=Cc1ccc(-c2ccc(F)cc2)cc1, predict the reactants needed to synthesize it. The reactants are: CN(C)C=O.Fc1ccc(-c2ccc(Br)cc2)cc1. (3) Given the product CN1CCN(c2cnc3cc(Cl)ccc3n2)CC1, predict the reactants needed to synthesize it. The reactants are: CN1CCNCC1.Clc1ccc2nc(Cl)cnc2c1. (4) The reactants are: C#CCO.C1=COCCC1. Given the product C#CCOC1CCCCO1, predict the reactants needed to synthesize it. (5) Given the product COC(=O)c1ccc(Br)c(OCCc2ccc(Cl)cc2Cl)c1, predict the reactants needed to synthesize it. The reactants are: COC(=O)c1ccc(Br)c(O)c1.OCCc1ccc(Cl)cc1Cl.